Regression. Given two drug SMILES strings and cell line genomic features, predict the synergy score measuring deviation from expected non-interaction effect. From a dataset of NCI-60 drug combinations with 297,098 pairs across 59 cell lines. (1) Drug 1: C1C(C(OC1N2C=NC3=C(N=C(N=C32)Cl)N)CO)O. Drug 2: C1=CN(C=N1)CC(O)(P(=O)(O)O)P(=O)(O)O. Cell line: CCRF-CEM. Synergy scores: CSS=64.0, Synergy_ZIP=2.19, Synergy_Bliss=2.56, Synergy_Loewe=-21.7, Synergy_HSA=1.82. (2) Drug 1: C1CN1P(=S)(N2CC2)N3CC3. Drug 2: CCN(CC)CCNC(=O)C1=C(NC(=C1C)C=C2C3=C(C=CC(=C3)F)NC2=O)C. Cell line: SW-620. Synergy scores: CSS=6.36, Synergy_ZIP=-2.95, Synergy_Bliss=-0.224, Synergy_Loewe=-3.70, Synergy_HSA=-1.98.